Dataset: Catalyst prediction with 721,799 reactions and 888 catalyst types from USPTO. Task: Predict which catalyst facilitates the given reaction. (1) Reactant: [NH2:1][C:2]1[CH:3]=[N:4][C:5]2[C:10]([C:11]=1[NH:12][CH2:13][C:14]([NH:17][S:18]([CH3:21])(=[O:20])=[O:19])([CH3:16])[CH3:15])=[CH:9][CH:8]=[C:7]([O:22][CH2:23][C:24]1[CH:29]=[CH:28][CH:27]=[CH:26][CH:25]=1)[CH:6]=2.NC1C=NC2C(C=1NCCCCNC(=O)OC(C)(C)C)=CC=[C:36]([O:54][CH2:55][C:56]1C=CC=CC=1)[CH:35]=2.C(OCC(Cl)=O)C.COCCC(Cl)=O. Product: [CH2:23]([O:22][C:7]1[CH:8]=[CH:9][C:10]2[C:11]3[N:12]([CH2:13][C:14]([NH:17][S:18]([CH3:21])(=[O:19])=[O:20])([CH3:16])[CH3:15])[C:35]([CH2:36][O:54][CH2:55][CH3:56])=[N:1][C:2]=3[CH:3]=[N:4][C:5]=2[CH:6]=1)[C:24]1[CH:25]=[CH:26][CH:27]=[CH:28][CH:29]=1. The catalyst class is: 4. (2) Reactant: [NH:1]1[C:9]2[C:4](=[CH:5][CH:6]=[CH:7][CH:8]=2)[C:3]([CH2:10][CH2:11][NH2:12])=[CH:2]1.N1C=CC=CC=1.[F:19][C:20]([F:31])([F:30])[C:21](O[C:21](=[O:22])[C:20]([F:31])([F:30])[F:19])=[O:22]. Product: [NH:1]1[C:9]2[C:4](=[CH:5][CH:6]=[CH:7][CH:8]=2)[C:3]([CH2:10][CH2:11][NH:12][C:21](=[O:22])[C:20]([F:31])([F:30])[F:19])=[CH:2]1. The catalyst class is: 2. (3) Reactant: Cl[C:2]1[N:7]=[C:6]([O:8][C:9]2[C:18]3[C:13](=[CH:14][CH:15]=[CH:16][CH:17]=3)[C:12]([NH:19][C:20]([NH:22][C:23]3[N:27]([C:28]4[CH:33]=[CH:32][C:31]([CH3:34])=[CH:30][CH:29]=4)[N:26]=[C:25]([C:35]([CH3:39])([C:37]#[CH:38])[CH3:36])[CH:24]=3)=[O:21])=[CH:11][CH:10]=2)[CH:5]=[CH:4][N:3]=1.[NH2:40][C:41]1[CH:42]=[C:43]([CH:55]=[C:56]([C:58]([F:61])([F:60])[F:59])[CH:57]=1)[C:44]([NH:46][CH2:47][CH2:48][N:49]1[CH2:54][CH2:53][O:52][CH2:51][CH2:50]1)=[O:45]. Product: [CH3:36][C:35]([C:25]1[CH:24]=[C:23]([NH:22][C:20](=[O:21])[NH:19][C:12]2[C:13]3[C:18](=[CH:17][CH:16]=[CH:15][CH:14]=3)[C:9]([O:8][C:6]3[CH:5]=[CH:4][N:3]=[C:2]([NH:40][C:41]4[CH:42]=[C:43]([CH:55]=[C:56]([C:58]([F:61])([F:60])[F:59])[CH:57]=4)[C:44]([NH:46][CH2:47][CH2:48][N:49]4[CH2:50][CH2:51][O:52][CH2:53][CH2:54]4)=[O:45])[N:7]=3)=[CH:10][CH:11]=2)[N:27]([C:28]2[CH:33]=[CH:32][C:31]([CH3:34])=[CH:30][CH:29]=2)[N:26]=1)([C:37]#[CH:38])[CH3:39]. The catalyst class is: 118. (4) Reactant: [CH2:1]([C:8]1[N:13]=[N:12][C:11]([N:14]2[CH2:19][CH2:18][CH:17]([C:20](O)=O)[CH2:16][CH2:15]2)=[C:10]([CH3:23])[C:9]=1[CH3:24])[C:2]1[CH:7]=[CH:6][CH:5]=[CH:4][CH:3]=1.[NH2:25][C:26]1[C:31]([NH2:32])=[CH:30][CH:29]=[CH:28][N:27]=1. Product: [CH2:1]([C:8]1[N:13]=[N:12][C:11]([N:14]2[CH2:19][CH2:18][CH:17]([C:20]3[NH:32][C:31]4[C:26]([N:25]=3)=[N:27][CH:28]=[CH:29][CH:30]=4)[CH2:16][CH2:15]2)=[C:10]([CH3:23])[C:9]=1[CH3:24])[C:2]1[CH:7]=[CH:6][CH:5]=[CH:4][CH:3]=1. The catalyst class is: 2. (5) Reactant: [F:1][C:2]1[CH:3]=[C:4]2[C:8](=[CH:9][C:10]=1[C:11]1[C:19]3[C:14](=[N:15][CH:16]=[CH:17][C:18]=3[NH:20][S:21]([CH:24]3[CH2:29][CH2:28][N:27](C(OC(C)(C)C)=O)[CH2:26][CH2:25]3)(=[O:23])=[O:22])[N:13]([CH:37]([CH3:39])[CH3:38])[CH:12]=1)[N:7]([CH3:40])[CH2:6][CH2:5]2.[ClH:41].O1CCOCC1. Product: [ClH:41].[F:1][C:2]1[CH:3]=[C:4]2[C:8](=[CH:9][C:10]=1[C:11]1[C:19]3[C:14](=[N:15][CH:16]=[CH:17][C:18]=3[NH:20][S:21]([CH:24]3[CH2:29][CH2:28][NH:27][CH2:26][CH2:25]3)(=[O:23])=[O:22])[N:13]([CH:37]([CH3:38])[CH3:39])[CH:12]=1)[N:7]([CH3:40])[CH2:6][CH2:5]2. The catalyst class is: 2. (6) Reactant: C(O[C:6]([NH:8][C@H:9]([CH2:21][OH:22])[CH2:10][C:11]([O:13][CH2:14][C:15]1[CH:20]=[CH:19][CH:18]=[CH:17][CH:16]=1)=[O:12])=[O:7])(C)(C)C.C1(C)C=CC=CC=1.N1C=CC=CC=1.C1(C)C=CC(S(OS(C2C=CC(C)=CC=2)(=O)=O)(=O)=O)=CC=1. Product: [O:7]=[C:6]1[NH:8][C@@H:9]([CH2:10][C:11]([O:13][CH2:14][C:15]2[CH:16]=[CH:17][CH:18]=[CH:19][CH:20]=2)=[O:12])[CH2:21][O:22]1. The catalyst class is: 576. (7) Reactant: [CH3:1][N:2]1[C:7](=[O:8])[C:6]2=[CH:9][NH:10][N:11]=[C:5]2[N:4]([CH2:12][C:13]([CH3:16])([CH3:15])[CH3:14])[C:3]1=[O:17].Cl[CH2:19][C:20]1[CH:25]=[CH:24][C:23]([C:26]2[CH:31]=[CH:30][N:29]=[CH:28][CH:27]=2)=[CH:22][CH:21]=1.C(=O)([O-])[O-].[K+].[K+]. Product: [CH3:1][N:2]1[C:7](=[O:8])[C:6]2=[CH:9][N:10]([CH2:19][C:20]3[CH:21]=[CH:22][C:23]([C:26]4[CH:31]=[CH:30][N:29]=[CH:28][CH:27]=4)=[CH:24][CH:25]=3)[N:11]=[C:5]2[N:4]([CH2:12][C:13]([CH3:14])([CH3:16])[CH3:15])[C:3]1=[O:17]. The catalyst class is: 18. (8) Reactant: [Cl:1][C:2]1[N:7]=[CH:6][N:5]=[C:4]([O:8][C@H:9]2[CH2:14][CH2:13][N:12](C(OC(C)(C)C)=O)[CH2:11][C@H:10]2[F:22])[C:3]=1[CH3:23].FC(F)(F)C(O)=O.ClCCl.C(=O)(O)[O-].[Na+]. Product: [Cl:1][C:2]1[C:3]([CH3:23])=[C:4]([O:8][C@H:9]2[CH2:14][CH2:13][NH:12][CH2:11][C@H:10]2[F:22])[N:5]=[CH:6][N:7]=1. The catalyst class is: 26. (9) Reactant: C(O[BH-](OC(=O)C)OC(=O)C)(=O)C.[Na+].[C:15]1([C:21]2[S:22][CH:23]=[C:24]([CH:26]=O)[N:25]=2)[CH:20]=[CH:19][CH:18]=[CH:17][CH:16]=1.[CH3:28][C:29]1([C:34]([OH:36])=[O:35])[CH2:33][CH2:32][NH:31][CH2:30]1.O. Product: [CH3:28][C:29]1([C:34]([OH:36])=[O:35])[CH2:33][CH2:32][N:31]([CH2:26][C:24]2[N:25]=[C:21]([C:15]3[CH:16]=[CH:17][CH:18]=[CH:19][CH:20]=3)[S:22][CH:23]=2)[CH2:30]1. The catalyst class is: 279. (10) Reactant: [C:1]1([N:7]2[CH2:12][CH2:11][N:10]([C:13]([O:15][CH2:16][C:17]3[CH:22]=[CH:21][CH:20]=[CH:19][CH:18]=3)=[O:14])[CH2:9][CH2:8]2)[CH:6]=[CH:5][CH:4]=[CH:3][CH:2]=1.[Br:23]N1C(=O)CCC1=O. Product: [Br:23][C:4]1[CH:3]=[CH:2][C:1]([N:7]2[CH2:8][CH2:9][N:10]([C:13]([O:15][CH2:16][C:17]3[CH:22]=[CH:21][CH:20]=[CH:19][CH:18]=3)=[O:14])[CH2:11][CH2:12]2)=[CH:6][CH:5]=1. The catalyst class is: 3.